Dataset: Catalyst prediction with 721,799 reactions and 888 catalyst types from USPTO. Task: Predict which catalyst facilitates the given reaction. (1) Reactant: [C:1]([C:3]1[CH:4]=[C:5]([CH:13]([CH2:17][CH:18]2[CH2:22][CH2:21][CH2:20][CH2:19]2)[C:14]([OH:16])=O)[CH:6]=[CH:7][C:8]=1[S:9]([CH3:12])(=[O:11])=[O:10])#[N:2].C(Cl)(=O)C(Cl)=O.[NH2:29][C:30]1[CH:35]=[CH:34][N:33]=[C:32]([CH3:36])[N:31]=1.C(N(CC)CC)C. Product: [C:1]([C:3]1[CH:4]=[C:5]([CH:13]([CH2:17][CH:18]2[CH2:22][CH2:21][CH2:20][CH2:19]2)[C:14]([NH:29][C:30]2[CH:35]=[CH:34][N:33]=[C:32]([CH3:36])[N:31]=2)=[O:16])[CH:6]=[CH:7][C:8]=1[S:9]([CH3:12])(=[O:11])=[O:10])#[N:2]. The catalyst class is: 306. (2) Reactant: [F:1][C:2]1[CH:3]=[C:4](/[CH:9]=[CH:10]/[C:11]([O:13][C:14]([CH3:17])([CH3:16])[CH3:15])=[O:12])[CH:5]=[CH:6][C:7]=1[F:8].[Li]CCCC.[CH2:23]([NH:30][C@H:31]([C:33]1[CH:38]=[CH:37][CH:36]=[CH:35][CH:34]=1)[CH3:32])[C:24]1[CH:29]=[CH:28][CH:27]=[CH:26][CH:25]=1. Product: [CH2:23]([N:30]([C@H:31]([C:33]1[CH:38]=[CH:37][CH:36]=[CH:35][CH:34]=1)[CH3:32])[C@@H:9]([C:4]1[CH:5]=[CH:6][C:7]([F:8])=[C:2]([F:1])[CH:3]=1)[CH2:10][C:11]([O:13][C:14]([CH3:17])([CH3:16])[CH3:15])=[O:12])[C:24]1[CH:29]=[CH:28][CH:27]=[CH:26][CH:25]=1. The catalyst class is: 1. (3) The catalyst class is: 40. Reactant: [CH2:1]([C:3]1([C:9]([O:11]CC2C=CC=CC=2)=[O:10])[CH2:6][C:5]([F:8])([F:7])[CH2:4]1)[CH3:2].[OH-].[Na+]. Product: [CH2:1]([C:3]1([C:9]([OH:11])=[O:10])[CH2:4][C:5]([F:7])([F:8])[CH2:6]1)[CH3:2]. (4) Reactant: [CH:1]1([C@@H:7]([NH:9][C:10]([C:12]2[C:21]3[C:16](=[CH:17][C:18]([Cl:22])=[CH:19][CH:20]=3)[N:15]=[C:14]([C:23]3[CH:28]=[CH:27][CH:26]=[CH:25][CH:24]=3)[C:13]=2[CH3:29])=[O:11])[CH3:8])[CH2:6][CH2:5][CH2:4][CH2:3][CH2:2]1.[Br:30]N1C(=O)CCC1=O.C(OOC(=O)C1C=CC=CC=1)(=O)C1C=CC=CC=1. Product: [CH:1]1([C@@H:7]([NH:9][C:10]([C:12]2[C:21]3[C:16](=[CH:17][C:18]([Cl:22])=[CH:19][CH:20]=3)[N:15]=[C:14]([C:23]3[CH:28]=[CH:27][CH:26]=[CH:25][CH:24]=3)[C:13]=2[CH2:29][Br:30])=[O:11])[CH3:8])[CH2:6][CH2:5][CH2:4][CH2:3][CH2:2]1. The catalyst class is: 53.